Dataset: Forward reaction prediction with 1.9M reactions from USPTO patents (1976-2016). Task: Predict the product of the given reaction. Given the reactants [F:1][C:2]1[CH:30]=[CH:29][C:5]([CH2:6][NH:7][C:8](=[O:28])[C:9]2[CH:14]=[CH:13][C:12]([S:15]([N:18]3[C:26]4[C:21](=[CH:22][CH:23]=[CH:24][CH:25]=4)[C:20](I)=[CH:19]3)(=[O:17])=[O:16])=[CH:11][CH:10]=2)=[CH:4][CH:3]=1.[F-:31].[Cs+].O1[CH2:38][CH2:37]OCC1, predict the reaction product. The product is: [F:1][C:2]1[CH:30]=[CH:29][C:5]([CH2:6][NH:7][C:8](=[O:28])[C:9]2[CH:14]=[CH:13][C:12]([S:15]([N:18]3[C:26]4[C:21](=[CH:22][CH:23]=[CH:24][CH:25]=4)[C:20]([C:5]4[C:6]([F:31])=[N:7][CH:8]=[CH:37][CH:38]=4)=[CH:19]3)(=[O:17])=[O:16])=[CH:11][CH:10]=2)=[CH:4][CH:3]=1.